From a dataset of Full USPTO retrosynthesis dataset with 1.9M reactions from patents (1976-2016). Predict the reactants needed to synthesize the given product. (1) Given the product [NH2:58][C:56]([N:52]1[C:53]([CH3:55])=[CH:54][C:50]([CH3:49])=[N:51]1)=[N:57][C:20]([C:17]1[CH:18]=[C:19]2[C:14](=[CH:15][CH:16]=1)[N:13]=[CH:12][CH:11]=[C:10]2[C:3]1[C:2]([F:1])=[CH:7][C:6]([F:8])=[CH:5][C:4]=1[F:9])=[O:21], predict the reactants needed to synthesize it. The reactants are: [F:1][C:2]1[CH:7]=[C:6]([F:8])[CH:5]=[C:4]([F:9])[C:3]=1[C:10]1[C:19]2[C:14](=[CH:15][CH:16]=[C:17]([C:20](O)=[O:21])[CH:18]=2)[N:13]=[CH:12][CH:11]=1.CCN=C=NCCCN(C)C.Cl.C1C=CC2N(O)N=NC=2C=1.[N+]([O-])(O)=O.[CH3:49][C:50]1[CH:54]=[C:53]([CH3:55])[N:52]([C:56](=[NH:58])[NH2:57])[N:51]=1.CCN(C(C)C)C(C)C. (2) Given the product [C:1]([O:5][C:6]([C@H:7]1[C@H:22]([C:18]2[CH:19]=[CH:20][CH:21]=[C:16]([Cl:15])[C:17]=2[F:33])[C@:23]([C:26]2[CH:27]=[CH:28][C:42]([Cl:43])=[CH:30][CH:31]=2)([C:24]#[N:25])[C@H:9]([C:10]([CH3:13])([CH3:12])[CH3:11])[NH:8]1)=[O:14])([CH3:4])([CH3:3])[CH3:2], predict the reactants needed to synthesize it. The reactants are: [C:1]([O:5][C:6](=[O:14])[CH2:7]/[N:8]=[CH:9]/[C:10]([CH3:13])([CH3:12])[CH3:11])([CH3:4])([CH3:3])[CH3:2].[Cl:15][C:16]1[C:17]([F:33])=[C:18](/[CH:22]=[C:23](/[C:26]2[CH:31]=[CH:30]C(Cl)=[CH:28][CH:27]=2)\[C:24]#[N:25])[CH:19]=[CH:20][CH:21]=1.C(N(CC)CC)C.Cl[CH2:42][Cl:43].